The task is: Predict the reactants needed to synthesize the given product.. This data is from Full USPTO retrosynthesis dataset with 1.9M reactions from patents (1976-2016). (1) The reactants are: [CH:1]([C:4]1[CH:9]=[CH:8][C:7]([C:10](=O)[CH2:11][O:12][C:13]2[CH:21]=[C:20]([CH3:22])[CH:19]=[C:18]3[C:14]=2[CH2:15][CH2:16][CH2:17]3)=[CH:6][CH:5]=1)([CH3:3])[CH3:2]. Given the product [CH:1]([C:4]1[CH:9]=[CH:8][C:7]([C:10]2[C:21]3[C:20]([CH3:22])=[CH:19][C:18]4[CH2:17][CH2:16][CH2:15][C:14]=4[C:13]=3[O:12][CH:11]=2)=[CH:6][CH:5]=1)([CH3:3])[CH3:2], predict the reactants needed to synthesize it. (2) Given the product [CH2:1]([C:3]1[C:28]([O:29][CH3:30])=[CH:27][C:6]2[C:7]3[N:12]([CH:13]([C:15]([CH3:20])([CH3:19])[CH2:16][O:17][CH3:18])[CH2:14][C:5]=2[CH:4]=1)[CH:11]=[C:10]([C:21]([OH:23])=[O:22])[C:9](=[O:26])[CH:8]=3)[CH3:2], predict the reactants needed to synthesize it. The reactants are: [CH2:1]([C:3]1[C:28]([O:29][CH3:30])=[CH:27][C:6]2[C:7]3[N:12]([CH:13]([C:15]([CH3:20])([CH3:19])[CH2:16][O:17][CH3:18])[CH2:14][C:5]=2[CH:4]=1)[CH:11]=[C:10]([C:21]([O:23]CC)=[O:22])[C:9](=[O:26])[CH:8]=3)[CH3:2].[OH-].[Na+].Cl. (3) Given the product [CH3:1][C:2]([O:4][C@H:5]1[C:15](=[O:16])[N:14]([CH2:17][CH2:18][N:19]([CH3:21])[CH3:20])[C:13]2[CH:12]=[CH:11][CH:10]=[CH:9][C:8]=2[S:7][C@H:6]1[C:22]1[CH:23]=[CH:24][C:25]([O:28][CH3:29])=[CH:26][CH:27]=1)=[O:3], predict the reactants needed to synthesize it. The reactants are: [CH3:1][C:2]([O:4][C@H:5]1[C:15](=[O:16])[N:14]([CH2:17][CH2:18][N:19]([CH3:21])[CH3:20])[C:13]2[CH:12]=[CH:11][CH:10]=[CH:9][C:8]=2[S:7][C@H:6]1[C:22]1[CH:23]=[CH:24][C:25]([O:28][CH3:29])=[CH:26][CH:27]=1)=[O:3].Cl.C(OCC)(=O)CC(CC(OCC)=O)(C(OCC)=O)O.CC(O[C@H]1C(=O)N(CCN(C)C)C2C=CC=CC=2S[C@H]1C1C=CC(OC)=CC=1)=O.CC(C(OC)=O)=C.C(OCC)(=O)CC(CC(OCC)=O)(C(OCC)=O)O. (4) Given the product [CH3:1][C:2]1[C:7]([O:8][CH3:9])=[CH:6][CH:5]=[C:4]2[C:3]=1[CH2:10][CH2:11][N:12]([CH:13]=[O:14])[CH2:15]2, predict the reactants needed to synthesize it. The reactants are: [CH3:1][C:2]1[C:7]([O:8][CH3:9])=[CH:6][CH:5]=[CH:4][C:3]=1[CH2:10][CH2:11][NH:12][CH:13]=[O:14].[CH2:15]=O.